Task: Predict which catalyst facilitates the given reaction.. Dataset: Catalyst prediction with 721,799 reactions and 888 catalyst types from USPTO Reactant: [NH2:1][C:2]1[N:3]=[CH:4][C:5]2[C:10]([CH:11]=1)=[CH:9][CH:8]=[CH:7][CH:6]=2.N1C=CC=CC=1.[C:18](Cl)(=O)[O:19]C1C=CC([N+]([O-])=O)=CC=1.[Cl:31][C:32]1[CH:38]=[C:37]([O:39][C:40]2[C:41]3[N:48]([CH3:49])[CH:47]=[CH:46][C:42]=3[N:43]=[CH:44][N:45]=2)[CH:36]=[CH:35][C:33]=1[NH2:34]. Product: [Cl:31][C:32]1[CH:38]=[C:37]([O:39][C:40]2[C:41]3[N:48]([CH3:49])[CH:47]=[CH:46][C:42]=3[N:43]=[CH:44][N:45]=2)[CH:36]=[CH:35][C:33]=1[NH:34][C:18]([NH:1][C:2]1[N:3]=[CH:4][C:5]2[C:10]([CH:11]=1)=[CH:9][CH:8]=[CH:7][CH:6]=2)=[O:19]. The catalyst class is: 395.